Dataset: Reaction yield outcomes from USPTO patents with 853,638 reactions. Task: Predict the reaction yield, written as a fraction of the theoretical maximum amount of product (1.0 means a 100% yield; for example, 0.34 means a 34% yield). (1) The reactants are [CH3:1][N:2]([CH3:13])[CH2:3][CH2:4][O:5][CH2:6][CH2:7][O:8][CH2:9][CH2:10][C:11]#[N:12].[NH2:14][OH:15]. The catalyst is CCO. The product is [CH3:13][N:2]([CH3:1])[CH2:3][CH2:4][O:5][CH2:6][CH2:7][O:8][CH2:9][CH2:10][C:11](=[N:14][OH:15])[NH2:12]. The yield is 0.901. (2) The reactants are [F:1][C:2]1[CH:17]=[CH:16][CH:15]=[C:14]([F:18])[C:3]=1[NH:4][C:5]1[CH:10]=[CH:9][CH:8]=[CH:7][C:6]=1[N+:11]([O-])=O. The catalyst is C(O)C.[Ni]. The product is [F:1][C:2]1[CH:17]=[CH:16][CH:15]=[C:14]([F:18])[C:3]=1[NH:4][C:5]1[C:6]([NH2:11])=[CH:7][CH:8]=[CH:9][CH:10]=1. The yield is 0.980. (3) The reactants are FC1[CH:3]=[C:4]([C:9]2C=C(CO)C(=O)N(CC(C)C)N=2)[CH:5]=CC=1F.[F:22][C:23]1[CH:28]=[C:27]([F:29])[CH:26]=[CH:25][C:24]=1[C:30]1[CH:31]=[C:32]([C:37]([O:39][CH3:40])=[O:38])[C:33](=[O:36])[NH:34][N:35]=1. No catalyst specified. The product is [F:22][C:23]1[CH:28]=[C:27]([F:29])[CH:26]=[CH:25][C:24]=1[C:30]1[CH:31]=[C:32]([C:37]([O:39][CH3:40])=[O:38])[C:33](=[O:36])[N:34]([CH2:3][CH:4]([CH3:9])[CH3:5])[N:35]=1. The yield is 0.848. (4) The reactants are [NH2:1][C:2]1[C:14]([Cl:15])=[CH:13][C:5]([C:6]([N:8]([CH2:10][CH2:11]O)[CH3:9])=[O:7])=[C:4]([OH:16])[CH:3]=1.C1(P(C2C=CC=CC=2)C2C=CC=CC=2)C=CC=CC=1.CCOC(/N=N/C(OCC)=O)=O. The catalyst is ClCCl. The product is [NH2:1][C:2]1[C:14]([Cl:15])=[CH:13][C:5]2[C:6](=[O:7])[N:8]([CH3:9])[CH2:10][CH2:11][O:16][C:4]=2[CH:3]=1. The yield is 0.0500.